From a dataset of Serine/threonine kinase 33 screen with 319,792 compounds. Binary Classification. Given a drug SMILES string, predict its activity (active/inactive) in a high-throughput screening assay against a specified biological target. (1) The molecule is O(C1C(C2C3N(CCC3C1)C(=O)CCC2)Cc1ccccc1)C(=O)NCCCC. The result is 0 (inactive). (2) The molecule is O(c1ccc(c2nc(N3CCN(CC3)CC)c3c(n2)cccc3)cc1)CCC. The result is 0 (inactive). (3) The molecule is s1c2c(nc1)ccc(c2)C(OCC(=O)Nc1ccc(C(OCCCC)=O)cc1)=O. The result is 0 (inactive). (4) The molecule is [O-][N+](=O)c1c(c(Nc2nc3c(n4c2nnc4)cccc3)ccc1)C. The result is 0 (inactive).